This data is from Forward reaction prediction with 1.9M reactions from USPTO patents (1976-2016). The task is: Predict the product of the given reaction. (1) Given the reactants [NH2:1][CH2:2][C:3]1[CH:4]=[C:5]([C:12]2[NH:16][C:15](=[O:17])[N:14]([C:18]3[CH:23]=[CH:22][C:21]([C:24]([F:27])([F:26])[F:25])=[CH:20][CH:19]=3)[N:13]=2)[C:6]([CH:9]([F:11])[F:10])=[N:7][CH:8]=1.[C:28](Cl)(=[O:32])[CH:29]([CH3:31])[CH3:30], predict the reaction product. The product is: [F:10][CH:9]([F:11])[C:6]1[N:7]=[CH:8][C:3]([CH2:2][NH:1][C:28](=[O:32])[CH:29]([CH3:31])[CH3:30])=[CH:4][C:5]=1[C:12]1[NH:16][C:15](=[O:17])[N:14]([C:18]2[CH:23]=[CH:22][C:21]([C:24]([F:26])([F:25])[F:27])=[CH:20][CH:19]=2)[N:13]=1. (2) Given the reactants [Br:1][C:2]1[S:3][C:4]([Cl:9])=[CH:5][C:6]=1[CH:7]=[O:8].[Cl:10][C:11]1[CH:12]=[C:13]([Mg]Br)[CH:14]=[CH:15][CH:16]=1, predict the reaction product. The product is: [Br:1][C:2]1[S:3][C:4]([Cl:9])=[CH:5][C:6]=1[CH:7]([C:15]1[CH:14]=[CH:13][CH:12]=[C:11]([Cl:10])[CH:16]=1)[OH:8].